This data is from Catalyst prediction with 721,799 reactions and 888 catalyst types from USPTO. The task is: Predict which catalyst facilitates the given reaction. Reactant: [Cl:1][C:2]1[CH:7]=[CH:6][C:5]([C:8]([C:14]2[C:22]3[C:17](=[C:18]([CH2:23][S:24][CH3:25])[CH:19]=[CH:20][CH:21]=3)[NH:16][CH:15]=2)([CH2:12][CH3:13])[CH2:9][CH2:10][OH:11])=[CH:4][CH:3]=1.ClCCl.ClC1C=CC=C(C(OO)=[O:37])C=1. Product: [Cl:1][C:2]1[CH:3]=[CH:4][C:5]([C:8]([C:14]2[C:22]3[C:17](=[C:18]([CH2:23][S:24]([CH3:25])=[O:37])[CH:19]=[CH:20][CH:21]=3)[NH:16][CH:15]=2)([CH2:12][CH3:13])[CH2:9][CH2:10][OH:11])=[CH:6][CH:7]=1. The catalyst class is: 5.